Predict which catalyst facilitates the given reaction. From a dataset of Catalyst prediction with 721,799 reactions and 888 catalyst types from USPTO. (1) Reactant: [N:1]([CH2:4][CH2:5][CH2:6][CH2:7][N:8]([CH3:22])[C:9]([N:11]1[CH:15]=[C:14]([C:16]2[CH:21]=[CH:20][CH:19]=[CH:18][CH:17]=2)[N:13]=[CH:12]1)=[O:10])=[N+]=[N-].C1(P(C2C=CC=CC=2)C2C=CC=CC=2)C=CC=CC=1.[C:42](=S)=[S:43]. Product: [N:1]([CH2:4][CH2:5][CH2:6][CH2:7][N:8]([CH3:22])[C:9]([N:11]1[CH:15]=[C:14]([C:16]2[CH:21]=[CH:20][CH:19]=[CH:18][CH:17]=2)[N:13]=[CH:12]1)=[O:10])=[C:42]=[S:43]. The catalyst class is: 11. (2) Reactant: [C:1]([C:4]1[CH:5]=[C:6]([NH:10][C@@H:11]2[C@@:15]([CH2:17][O:18][C:19](=[O:28])[C:20]3[C:25]([CH3:26])=[CH:24][CH:23]=[CH:22][C:21]=3[OH:27])([OH:16])[C@@:14]([OH:30])([CH3:29])[C@:13]([NH:34][C:35]([N:37]([CH3:39])[CH3:38])=[O:36])([C@@H:31]([OH:33])[CH3:32])[C@H:12]2[NH:40]C(OCC2C=CC=CC=2)=O)[CH:7]=[CH:8][CH:9]=1)(=[O:3])[CH3:2]. Product: [CH3:26][C:25]1[C:20]([C:19]([O:18][CH2:17][C@:15]2([OH:16])[C@@:14]([OH:30])([CH3:29])[C@:13]([NH:34][C:35]([N:37]([CH3:39])[CH3:38])=[O:36])([C@@H:31]([OH:33])[CH3:32])[C@@H:12]([NH2:40])[C@@H:11]2[NH:10][C:6]2[CH:7]=[CH:8][CH:9]=[C:4]([C:1]([CH3:2])=[O:3])[CH:5]=2)=[O:28])=[C:21]([OH:27])[CH:22]=[CH:23][CH:24]=1. The catalyst class is: 563. (3) Reactant: [CH3:1][C:2]1[CH:31]=[CH:30][C:5]2[C:6](=[O:29])[N:7]=[C:8]([C:10]3[N:15]=[C:14]([CH2:16][CH2:17][C:18]([O:20]C(C)(C)C)=[O:19])[CH:13]=[C:12]([S:25]([CH3:28])(=[O:27])=[O:26])[CH:11]=3)[S:9][C:4]=2[CH:3]=1. Product: [CH3:1][C:2]1[CH:31]=[CH:30][C:5]2[C:6](=[O:29])[N:7]=[C:8]([C:10]3[N:15]=[C:14]([CH2:16][CH2:17][C:18]([OH:20])=[O:19])[CH:13]=[C:12]([S:25]([CH3:28])(=[O:27])=[O:26])[CH:11]=3)[S:9][C:4]=2[CH:3]=1. The catalyst class is: 55. (4) Reactant: [Br:1][C:2]1[CH:3]=[C:4]([O:14][C@@H:15]([C@@H:17]2[CH2:21][C:20](=[O:22])[N:19]([C@@H:23]([C:25]3[CH:30]=[CH:29][C:28]([O:31][CH3:32])=[CH:27][CH:26]=3)[CH3:24])[CH2:18]2)[CH3:16])[C:5]2[N:6]([N:8]=[CH:9][C:10]=2/[CH:11]=[N:12]/O)[CH:7]=1. Product: [Br:1][C:2]1[CH:3]=[C:4]([O:14][C@@H:15]([C@@H:17]2[CH2:21][C:20](=[O:22])[N:19]([C@@H:23]([C:25]3[CH:26]=[CH:27][C:28]([O:31][CH3:32])=[CH:29][CH:30]=3)[CH3:24])[CH2:18]2)[CH3:16])[C:5]2[N:6]([N:8]=[CH:9][C:10]=2[C:11]#[N:12])[CH:7]=1. The catalyst class is: 152. (5) Reactant: B(Br)(Br)Br.C[O:6][C:7]1[CH:16]=[C:15]2[C:10]([CH:11]=[CH:12][C:13]([C:17]3[CH:18]=[C:19]([CH:24]=[CH:25][CH:26]=3)[C:20]([O:22][CH3:23])=[O:21])=[CH:14]2)=[CH:9][CH:8]=1. Product: [OH:6][C:7]1[CH:16]=[C:15]2[C:10]([CH:11]=[CH:12][C:13]([C:17]3[CH:18]=[C:19]([CH:24]=[CH:25][CH:26]=3)[C:20]([O:22][CH3:23])=[O:21])=[CH:14]2)=[CH:9][CH:8]=1. The catalyst class is: 4.